Predict the reactants needed to synthesize the given product. From a dataset of Retrosynthesis with 50K atom-mapped reactions and 10 reaction types from USPTO. (1) Given the product O=C1N(c2ccc3scc(C(F)(F)F)c3c2)CCN1c1cnccc1C1CC1, predict the reactants needed to synthesize it. The reactants are: FC(F)(F)c1csc2ccc(Br)cc12.O=C1NCCN1c1cnccc1C1CC1. (2) The reactants are: Cc1cc(F)ccc1-c1nncc2cc(Cl)ccc12.Fc1cccc(S)c1. Given the product Cc1cc(F)ccc1-c1nncc2cc(Sc3cccc(F)c3)ccc12, predict the reactants needed to synthesize it. (3) The reactants are: NC(=O)C(O)c1c(F)cc(Br)cc1F.O=C1COC2(CCNCC2)CN1C1CC1. Given the product NC(=O)C(c1c(F)cc(Br)cc1F)N1CCC2(CC1)CN(C1CC1)C(=O)CO2, predict the reactants needed to synthesize it. (4) Given the product COCn1cnc(N2CCc3ccccc3CC2)c(C#N)c1=O, predict the reactants needed to synthesize it. The reactants are: COCCl.N#Cc1c(N2CCc3ccccc3CC2)nc[nH]c1=O. (5) The reactants are: NCC(=O)N1CCN(C(=O)c2ccccc2C(F)(F)F)CC1.O=Cc1ccc(C(=O)O)cc1. Given the product O=Cc1ccc(C(=O)NCC(=O)N2CCN(C(=O)c3ccccc3C(F)(F)F)CC2)cc1, predict the reactants needed to synthesize it. (6) Given the product FC(F)(F)COc1ccc(Cc2ccncc2)cc1, predict the reactants needed to synthesize it. The reactants are: Brc1ccc(Cc2ccncc2)cc1.OCC(F)(F)F. (7) The reactants are: Nc1cccc(O)c1.O=C(O)c1ccc(S(=O)(=O)N2CCCc3ccccc32)cc1. Given the product O=C(Nc1cccc(O)c1)c1ccc(S(=O)(=O)N2CCCc3ccccc32)cc1, predict the reactants needed to synthesize it. (8) Given the product CC(C)c1nc2c(c(C3=CCOCC3)c1[C@H](O)c1ccc(C(F)(F)F)cc1)[C@@H](O[Si](C)(C)C(C)(C)C)CC1(CCC1)C2, predict the reactants needed to synthesize it. The reactants are: CC(C)c1nc2c(c(I)c1[C@H](O)c1ccc(C(F)(F)F)cc1)[C@@H](O[Si](C)(C)C(C)(C)C)CC1(CCC1)C2.CC1(C)OB(C2=CCOCC2)OC1(C)C.